From a dataset of CYP1A2 inhibition data for predicting drug metabolism from PubChem BioAssay. Regression/Classification. Given a drug SMILES string, predict its absorption, distribution, metabolism, or excretion properties. Task type varies by dataset: regression for continuous measurements (e.g., permeability, clearance, half-life) or binary classification for categorical outcomes (e.g., BBB penetration, CYP inhibition). Dataset: cyp1a2_veith. (1) The drug is Cc1cnc(CNc2ccnc(-c3ccc(C(=O)N(C)C)cc3)n2)cn1. The result is 0 (non-inhibitor). (2) The result is 1 (inhibitor). The compound is CN(C)C(=O)c1ccc(-c2cncnc2-n2ccnc2)cc1.